Dataset: Forward reaction prediction with 1.9M reactions from USPTO patents (1976-2016). Task: Predict the product of the given reaction. (1) Given the reactants Cl.[Cl:2][C:3]1[CH:4]=[CH:5][C:6]([S:11]([CH2:14][CH3:15])(=[O:13])=[O:12])=[C:7]([CH:10]=1)[CH2:8][NH2:9].[F:16][C:17]([F:28])([F:27])[C:18]1[CH:23]=[CH:22][N:21]=[C:20]([C:24](O)=[O:25])[CH:19]=1.CC(OC(N1CCN(CC2C=CC(C([O-])=O)=CC=2C(F)(F)F)CC1)=O)(C)C, predict the reaction product. The product is: [Cl:2][C:3]1[CH:4]=[CH:5][C:6]([S:11]([CH2:14][CH3:15])(=[O:13])=[O:12])=[C:7]([CH2:8][NH:9][C:24]([C:20]2[CH:19]=[C:18]([C:17]([F:28])([F:16])[F:27])[CH:23]=[CH:22][N:21]=2)=[O:25])[CH:10]=1. (2) Given the reactants [C:1]([NH2:4])(=[O:3])[CH3:2].[O-]P([O-])([O-])=O.[K+].[K+].[K+].CN[C@@H:15]1[CH2:20][CH2:19][CH2:18][CH2:17][C@H:16]1NC.IC1C=CC=CC=1.CCCCCCCCCCCC, predict the reaction product. The product is: [C:15]1([NH:4][C:1](=[O:3])[CH3:2])[CH:20]=[CH:19][CH:18]=[CH:17][CH:16]=1. (3) Given the reactants [CH:1]1([O:4][C:5]2[CH:6]=[C:7]([C:15]3[N:32]([CH2:33][O:34][CH2:35][CH2:36][Si:37]([CH3:40])([CH3:39])[CH3:38])[C:18]4[CH:19]=[N:20][N:21]([CH2:24][O:25][CH2:26][CH2:27][Si:28]([CH3:31])([CH3:30])[CH3:29])[C:22](=[O:23])[C:17]=4[C:16]=3[CH:41]=[O:42])[CH:8]=[CH:9][C:10]=2[O:11][CH:12]([F:14])[F:13])[CH2:3][CH2:2]1.[C:43]([Mg]Br)#[C:44][CH3:45].C([Mg]Br)#C, predict the reaction product. The product is: [CH:1]1([O:4][C:5]2[CH:6]=[C:7]([C:15]3[N:32]([CH2:33][O:34][CH2:35][CH2:36][Si:37]([CH3:40])([CH3:39])[CH3:38])[C:18]4[CH:19]=[N:20][N:21]([CH2:24][O:25][CH2:26][CH2:27][Si:28]([CH3:31])([CH3:29])[CH3:30])[C:22](=[O:23])[C:17]=4[C:16]=3[CH:41]([OH:42])[C:43]#[C:44][CH3:45])[CH:8]=[CH:9][C:10]=2[O:11][CH:12]([F:13])[F:14])[CH2:2][CH2:3]1. (4) Given the reactants [Cl:1][C:2]1[N:7]=[C:6](Cl)[C:5]([N+:9]([O-:11])=[O:10])=[CH:4][N:3]=1.CCN(C(C)C)C(C)C.[O:21]1[CH2:26][CH2:25][CH:24]([NH2:27])[CH2:23][CH2:22]1, predict the reaction product. The product is: [Cl:1][C:2]1[N:7]=[C:6]([NH:27][CH:24]2[CH2:25][CH2:26][O:21][CH2:22][CH2:23]2)[C:5]([N+:9]([O-:11])=[O:10])=[CH:4][N:3]=1. (5) Given the reactants [Cl:1][C:2]1[CH:3]=[C:4]([C:8]2[O:12][N:11]=[C:10]([CH2:13][N:14]3[CH2:20][CH2:19][CH2:18][CH2:17][N:16]4[C:21]([C:24]5[CH:29]=[CH:28][N:27]=[CH:26][CH:25]=5)=[N:22][N:23]=[C:15]34)[N:9]=2)[CH:5]=[CH:6][CH:7]=1.[CH3:30]S(OC(C1N=C(C2C=CC=C(Cl)C=2)ON=1)C)(=O)=O.N1C=CC(C2N3CCCCNC3=NN=2)=CC=1, predict the reaction product. The product is: [Cl:1][C:2]1[CH:3]=[C:4]([C:8]2[O:12][N:11]=[C:10]([CH:13]([N:14]3[CH2:20][CH2:19][CH2:18][CH2:17][N:16]4[C:21]([C:24]5[CH:25]=[CH:26][N:27]=[CH:28][CH:29]=5)=[N:22][N:23]=[C:15]34)[CH3:30])[N:9]=2)[CH:5]=[CH:6][CH:7]=1. (6) The product is: [C:1]([O:5][C:6]([N:8]1[CH2:12][C@@H:11]([CH2:13][NH:14][C:28]([CH:22]2[CH2:27][CH2:26][CH2:25][CH2:24][CH2:23]2)=[O:29])[CH2:10][C@H:9]1[C:15]([N:17]1[CH2:18][CH2:19][CH2:20][CH2:21]1)=[O:16])=[O:7])([CH3:4])([CH3:2])[CH3:3]. Given the reactants [C:1]([O:5][C:6]([N:8]1[CH2:12][C@@H:11]([CH2:13][NH2:14])[CH2:10][C@H:9]1[C:15]([N:17]1[CH2:21][CH2:20][CH2:19][CH2:18]1)=[O:16])=[O:7])([CH3:4])([CH3:3])[CH3:2].[CH:22]1([C:28](Cl)=[O:29])[CH2:27][CH2:26][CH2:25][CH2:24][CH2:23]1.C(N(CC)CC)C, predict the reaction product. (7) Given the reactants Cl.Cl.[Cl:3][C:4]1[C:5]([CH:15]([S:24]([C:27]2[CH:32]=[CH:31][C:30]([Cl:33])=[CH:29][CH:28]=2)(=[O:26])=[O:25])[C:16]2[CH:21]=[C:20]([F:22])[CH:19]=[CH:18][C:17]=2[F:23])=[CH:6][C:7]([NH:10][CH2:11][CH2:12][CH2:13][NH2:14])=[N:8][CH:9]=1.C(N(CC)CC)C.[C:41](N1C=CN=C1)(N1C=CN=C1)=[O:42].C(=O)([O-])[O-].[K+].[K+], predict the reaction product. The product is: [Cl:3][C:4]1[C:5]([CH:15]([S:24]([C:27]2[CH:28]=[CH:29][C:30]([Cl:33])=[CH:31][CH:32]=2)(=[O:25])=[O:26])[C:16]2[CH:21]=[C:20]([F:22])[CH:19]=[CH:18][C:17]=2[F:23])=[CH:6][C:7]([N:10]2[CH2:11][CH2:12][CH2:13][NH:14][C:41]2=[O:42])=[N:8][CH:9]=1. (8) Given the reactants [NH2:1][C:2]1[N:7]=[CH:6][C:5]([N+:8]([O-:10])=[O:9])=[CH:4][N:3]=1.N1C=CC=CC=1.[C:17](Cl)(=[O:19])[CH3:18], predict the reaction product. The product is: [N+:8]([C:5]1[CH:4]=[N:3][C:2]([NH:1][C:17](=[O:19])[CH3:18])=[N:7][CH:6]=1)([O-:10])=[O:9].